Dataset: Reaction yield outcomes from USPTO patents with 853,638 reactions. Task: Predict the reaction yield, written as a fraction of the theoretical maximum amount of product (1.0 means a 100% yield; for example, 0.34 means a 34% yield). (1) The reactants are [Cl:1][C:2]1[N:10]=[C:9]([Cl:11])[CH:8]=[CH:7][C:3]=1[C:4]([OH:6])=[O:5].S(Cl)(Cl)=O.[CH3:16]O. The catalyst is CCOCC. The product is [Cl:1][C:2]1[N:10]=[C:9]([Cl:11])[CH:8]=[CH:7][C:3]=1[C:4]([O:6][CH3:16])=[O:5]. The yield is 0.970. (2) The catalyst is O1CCCC1. The reactants are [O:1]1CCCO[CH:2]1[CH2:7][CH2:8][CH:9]([OH:46])[CH2:10][O:11][C@H:12]1[CH2:17][CH2:16][C@H:15]([N:18]2[C:23](=[O:24])[C:22]([CH2:25][C:26]3[CH:31]=[CH:30][C:29]([C:32]4[C:33]([C:38]#[N:39])=[CH:34][CH:35]=[CH:36][CH:37]=4)=[CH:28][CH:27]=3)=[C:21]([CH2:40][CH2:41][CH3:42])[N:20]3[N:43]=[CH:44][N:45]=[C:19]23)[CH2:14][CH2:13]1.C([Si](Cl)(C1C=CC=CC=1)C1C=CC=CC=1)(C)(C)C.N1C=CN=C1.Cl. The product is [OH:46][CH:9]([CH2:8][CH2:7][CH2:2][OH:1])[CH2:10][O:11][C@H:12]1[CH2:17][CH2:16][C@H:15]([N:18]2[C:23](=[O:24])[C:22]([CH2:25][C:26]3[CH:31]=[CH:30][C:29]([C:32]4[C:33]([C:38]#[N:39])=[CH:34][CH:35]=[CH:36][CH:37]=4)=[CH:28][CH:27]=3)=[C:21]([CH2:40][CH2:41][CH3:42])[N:20]3[N:43]=[CH:44][N:45]=[C:19]23)[CH2:14][CH2:13]1. The yield is 0.260. (3) The reactants are [H-].[H-].[H-].[H-].[Li+].[Al+3].[CH3:7][C:8]1[CH:17]=[CH:16][C:15]2[C:10](=[CH:11][C:12]([CH:18]([C:24](OCC)=[O:25])[C:19](OCC)=[O:20])=[CH:13][CH:14]=2)[N:9]=1.O.O.O.O.O.O.O.O.O.O.S([O-])([O-])(=O)=O.[Na+].[Na+]. The catalyst is C1COCC1.CCOCC. The product is [CH3:7][C:8]1[CH:17]=[CH:16][C:15]2[C:10](=[CH:11][C:12]([CH:18]([CH2:24][OH:25])[CH2:19][OH:20])=[CH:13][CH:14]=2)[N:9]=1. The yield is 0.410. (4) The reactants are [Cl-].O[NH3+:3].[C:4](=[O:7])([O-])[OH:5].[Na+].CS(C)=O.[CH2:13]([C:17]1[N:18]=[C:19]([CH3:51])[N:20]([CH2:39][C:40]2[N:44]=[C:43]([C:45]3[CH:50]=[CH:49][CH:48]=[CH:47][CH:46]=3)[O:42][N:41]=2)[C:21](=[O:38])[C:22]=1[CH2:23][C:24]1[CH:29]=[CH:28][C:27]([C:30]2[C:31]([C:36]#[N:37])=[CH:32][CH:33]=[CH:34][CH:35]=2)=[CH:26][CH:25]=1)[CH2:14][CH2:15][CH3:16]. The catalyst is C(OCC)(=O)C. The product is [CH2:13]([C:17]1[N:18]=[C:19]([CH3:51])[N:20]([CH2:39][C:40]2[N:44]=[C:43]([C:45]3[CH:50]=[CH:49][CH:48]=[CH:47][CH:46]=3)[O:42][N:41]=2)[C:21](=[O:38])[C:22]=1[CH2:23][C:24]1[CH:25]=[CH:26][C:27]([C:30]2[CH:35]=[CH:34][CH:33]=[CH:32][C:31]=2[C:36]2[NH:3][C:4](=[O:7])[O:5][N:37]=2)=[CH:28][CH:29]=1)[CH2:14][CH2:15][CH3:16]. The yield is 0.690. (5) The reactants are C([O:8][C:9]1[CH:10]=[CH:11][C:12]([NH:15][C:16](=[O:32])[CH:17]([C:24]2[CH:29]=[CH:28][C:27]([Cl:30])=[C:26]([Cl:31])[CH:25]=2)[CH2:18][CH:19]2[CH2:23][CH2:22][CH2:21][CH2:20]2)=[N:13][CH:14]=1)C1C=CC=CC=1. The catalyst is CO.[Pd]. The product is [CH:19]1([CH2:18][CH:17]([C:24]2[CH:29]=[CH:28][C:27]([Cl:30])=[C:26]([Cl:31])[CH:25]=2)[C:16]([NH:15][C:12]2[CH:11]=[CH:10][C:9]([OH:8])=[CH:14][N:13]=2)=[O:32])[CH2:23][CH2:22][CH2:21][CH2:20]1. The yield is 0.785. (6) The product is [Br:1][C:2]1[N:6]([C@@H:7]2[O:24][CH2:23][C@@H:18]([OH:19])[C@@H:13]([OH:14])[C@H:8]2[OH:9])[C:5]2[CH:25]=[C:26]([Cl:31])[C:27]([S:29][CH3:30])=[CH:28][C:4]=2[N:3]=1. The reactants are [Br:1][C:2]1[N:6]([C@@H:7]2[O:24][CH2:23][C@@H:18]([O:19]C(=O)C)[C@@H:13]([O:14]C(=O)C)[C@H:8]2[O:9]C(=O)C)[C:5]2[CH:25]=[C:26]([Cl:31])[C:27]([S:29][CH3:30])=[CH:28][C:4]=2[N:3]=1.C(=O)([O-])[O-].[Na+].[Na+]. The catalyst is O. The yield is 0.980. (7) The reactants are Cl.[Cl:2][C:3]1[CH:4]=[C:5]2[C:9](=[CH:10][CH:11]=1)[NH:8][CH:7]=[C:6]2[CH2:12][CH2:13][NH2:14].CN(C([O:22][N:23]1N=N[C:25]2[CH:26]=[CH:27][CH:28]=N[C:24]1=2)=[N+](C)C)C.F[P-](F)(F)(F)(F)F.[CH:39](N(CC)C(C)C)(C)C.[C:48](OCC)(=[O:50])C. The catalyst is CN(C=O)C.ClCCl. The product is [Cl:2][C:3]1[CH:4]=[C:5]2[C:9](=[CH:10][CH:11]=1)[NH:8][CH:7]=[C:6]2[CH2:12][CH2:13][NH:14][C:48]([C:24]1[CH:25]=[C:26]([CH:27]2[CH2:28][CH2:39]2)[O:22][N:23]=1)=[O:50]. The yield is 0.820. (8) The reactants are Br[C:2]1[CH:7]=[CH:6][C:5]([Cl:8])=[CH:4][C:3]=1[CH2:9][CH2:10][S:11]([N:14]([CH3:16])[CH3:15])(=[O:13])=[O:12].C([O-])(=O)C.[K+].[B:22]1([B:22]2[O:26][C:25]([CH3:28])([CH3:27])[C:24]([CH3:30])([CH3:29])[O:23]2)[O:26][C:25]([CH3:28])([CH3:27])[C:24]([CH3:30])([CH3:29])[O:23]1. The catalyst is O1CCOCC1.CCOC(C)=O.O.C1(P(C2C=CC=CC=2)C2C=CC=CC=2)C=CCC=1.ClCCl.[Fe].Cl[Pd]Cl. The product is [Cl:8][C:5]1[CH:6]=[CH:7][C:2]([B:22]2[O:26][C:25]([CH3:28])([CH3:27])[C:24]([CH3:30])([CH3:29])[O:23]2)=[C:3]([CH2:9][CH2:10][S:11]([N:14]([CH3:16])[CH3:15])(=[O:13])=[O:12])[CH:4]=1. The yield is 0.760. (9) The reactants are [NH:1]1[C:9]2[C:4](=[CH:5][CH:6]=[CH:7][CH:8]=2)[CH2:3][C:2]1=[O:10].[N+:11]([O-])([OH:13])=[O:12]. The catalyst is S(=O)(=O)(O)O. The product is [N+:11]([C:6]1[CH:5]=[C:4]2[C:9](=[CH:8][CH:7]=1)[NH:1][C:2](=[O:10])[CH2:3]2)([O-:13])=[O:12]. The yield is 0.980. (10) The reactants are C(OC([N:11]1[CH2:16][CH2:15][N:14]([CH2:17][CH2:18][CH2:19][C:20]([N:22]2[CH2:29][CH2:28][C:25]3([CH2:27][CH2:26]3)[C@H:24]([OH:30])[CH2:23]2)=[O:21])[C:13](=[O:31])[C@@H:12]1[CH3:32])=O)C1C=CC=CC=1.Cl. No catalyst specified. The product is [OH:30][C@@H:24]1[CH2:23][N:22]([C:20](=[O:21])[CH2:19][CH2:18][CH2:17][N:14]2[CH2:15][CH2:16][NH:11][C@@H:12]([CH3:32])[C:13]2=[O:31])[CH2:29][CH2:28][C:25]21[CH2:27][CH2:26]2. The yield is 0.980.